The task is: Regression. Given a peptide amino acid sequence and an MHC pseudo amino acid sequence, predict their binding affinity value. This is MHC class II binding data.. This data is from Peptide-MHC class II binding affinity with 134,281 pairs from IEDB. The peptide sequence is VVVHITDDNEEPIAP. The MHC is DRB1_0802 with pseudo-sequence DRB1_0802. The binding affinity (normalized) is 0.236.